This data is from Reaction yield outcomes from USPTO patents with 853,638 reactions. The task is: Predict the reaction yield, written as a fraction of the theoretical maximum amount of product (1.0 means a 100% yield; for example, 0.34 means a 34% yield). (1) No catalyst specified. The yield is 0.200. The reactants are [CH:1]([N:4]1[C:8]([C:9]2[S:10][C:11]3[CH2:12][CH2:13][O:14][C:15]4[CH:22]=[CH:21][C:20]([C:23]5[C:24](=[O:29])[NH:25][CH:26]=[CH:27][CH:28]=5)=[CH:19][C:16]=4[C:17]=3[N:18]=2)=[N:7][CH:6]=[N:5]1)([CH3:3])[CH3:2].I[CH3:31]. The product is [CH:1]([N:4]1[C:8]([C:9]2[S:10][C:11]3[CH2:12][CH2:13][O:14][C:15]4[CH:22]=[CH:21][C:20]([C:23]5[C:24](=[O:29])[N:25]([CH3:31])[CH:26]=[CH:27][CH:28]=5)=[CH:19][C:16]=4[C:17]=3[N:18]=2)=[N:7][CH:6]=[N:5]1)([CH3:3])[CH3:2]. (2) The reactants are [Cl:1][C:2]1[CH:3]=[C:4]([C:8]2[N:13]=[C:12]([NH:14][C:15]3[N:20]=[CH:19][C:18]([CH2:21][C:22]([O:24]CC)=[O:23])=[CH:17][CH:16]=3)[CH:11]=[C:10]([CH:27]3[CH2:29][CH2:28]3)[N:9]=2)[CH:5]=[CH:6][CH:7]=1.O1CCOCC1.O.[OH-].[Li+].Cl. The catalyst is O. The product is [Cl:1][C:2]1[CH:3]=[C:4]([C:8]2[N:13]=[C:12]([NH:14][C:15]3[N:20]=[CH:19][C:18]([CH2:21][C:22]([OH:24])=[O:23])=[CH:17][CH:16]=3)[CH:11]=[C:10]([CH:27]3[CH2:29][CH2:28]3)[N:9]=2)[CH:5]=[CH:6][CH:7]=1. The yield is 1.00. (3) The reactants are Cl[C:2]1[N:7]=[CH:6][N:5]=[C:4]([NH2:8])[CH:3]=1.[Na].[C:10]1([OH:16])[CH:15]=[CH:14][CH:13]=[CH:12][CH:11]=1.[OH-].[Na+]. No catalyst specified. The product is [O:16]([C:2]1[N:7]=[CH:6][N:5]=[C:4]([NH2:8])[CH:3]=1)[C:10]1[CH:15]=[CH:14][CH:13]=[CH:12][CH:11]=1. The yield is 0.750. (4) The reactants are [CH3:1][O:2][C:3]([NH:5][C@H:6]([C:10]([N:12]1[C@@H:16]([CH3:17])[CH2:15][CH2:14][C@H:13]1[C:18]1[NH:22][C:21]2[C:23]3[C:28]([CH:29]=[CH:30][C:20]=2[N:19]=1)=[CH:27][C:26]1[C:31]2[C:36]([CH2:37][O:38][C:25]=1[CH:24]=3)=[CH:35][C:34]([C:39]1[NH:43][C:42]([C@@H:44]3[CH2:48][C@H:47]([CH2:49][O:50][CH3:51])[CH2:46][N:45]3C(OC(C)(C)C)=O)=[N:41][CH:40]=1)=[CH:33][CH:32]=2)=[O:11])[CH:7]([CH3:9])[CH3:8])=[O:4].Cl.[CH3:60][O:61][C:62]([NH:64][C@@H:65]([C@@H:69]([CH3:72])[CH2:70][CH3:71])[C:66]([OH:68])=O)=[O:63].CN(C(ON1N=NC2C=CC=NC1=2)=[N+](C)C)C.F[P-](F)(F)(F)(F)F.CCN(C(C)C)C(C)C. The catalyst is C(Cl)Cl.CN(C=O)C. The product is [CH3:1][O:2][C:3]([NH:5][C@@H:6]([CH:7]([CH3:9])[CH3:8])[C:10]([N:12]1[C@@H:16]([CH3:17])[CH2:15][CH2:14][C@H:13]1[C:18]1[NH:22][C:21]2[C:23]3[C:28]([CH:29]=[CH:30][C:20]=2[N:19]=1)=[CH:27][C:26]1[C:31]2[C:36]([CH2:37][O:38][C:25]=1[CH:24]=3)=[CH:35][C:34]([C:39]1[NH:43][C:42]([C@@H:44]3[CH2:48][C@H:47]([CH2:49][O:50][CH3:51])[CH2:46][N:45]3[C:66](=[O:68])[C@@H:65]([NH:64][C:62](=[O:63])[O:61][CH3:60])[C@@H:69]([CH3:72])[CH2:70][CH3:71])=[N:41][CH:40]=1)=[CH:33][CH:32]=2)=[O:11])=[O:4]. The yield is 0.590. (5) The reactants are [CH2:1]([N:8]1[C:20]2[CH:19]=[C:18]([C:21]([O:23][CH3:24])=[O:22])[CH:17]=[CH:16][C:15]=2[C:14]2[C:9]1=[CH:10][C:11](Br)=[CH:12][C:13]=2[C:25]#[N:26])[C:2]1[CH:7]=[CH:6][CH:5]=[CH:4][CH:3]=1.[CH3:28][C:29]1[C:33](B2OC(C)(C)C(C)(C)O2)=[C:32]([CH3:43])[O:31][N:30]=1.P([O-])([O-])([O-])=O.[K+].[K+].[K+]. The catalyst is O1CCCC1.C1C=CC(P(C2C=CC=CC=2)[C-]2C=CC=C2)=CC=1.C1C=CC(P(C2C=CC=CC=2)[C-]2C=CC=C2)=CC=1.Cl[Pd]Cl.[Fe+2].C(Cl)Cl. The product is [CH2:1]([N:8]1[C:20]2[CH:19]=[C:18]([C:21]([O:23][CH3:24])=[O:22])[CH:17]=[CH:16][C:15]=2[C:14]2[C:9]1=[CH:10][C:11]([C:33]1[C:29]([CH3:28])=[N:30][O:31][C:32]=1[CH3:43])=[CH:12][C:13]=2[C:25]#[N:26])[C:2]1[CH:7]=[CH:6][CH:5]=[CH:4][CH:3]=1. The yield is 0.663. (6) The product is [Br:1][C:2]1[CH:7]=[CH:6][C:5]([C@@H:8]([C:19]2[CH:24]=[CH:23][CH:22]=[CH:21][C:20]=2[CH3:25])[CH2:9][C:10]([C:12]2[C:13](=[O:18])[N:14]([CH3:28])[N:15]=[CH:16][CH:17]=2)=[O:11])=[CH:4][CH:3]=1. The reactants are [Br:1][C:2]1[CH:7]=[CH:6][C:5]([C@@H:8]([C:19]2[CH:24]=[CH:23][CH:22]=[CH:21][C:20]=2[CH3:25])[CH2:9][C:10]([C:12]2[C:13](=[O:18])[NH:14][N:15]=[CH:16][CH:17]=2)=[O:11])=[CH:4][CH:3]=1.IC.[C:28](=O)([O-])[O-].[K+].[K+]. The catalyst is CN(C)C(=O)C. The yield is 0.900. (7) The reactants are C[O:2][C:3]([C:5]1[CH:6]=[C:7]([N:11]([CH2:17][C:18]2[CH:19]=[N:20][CH:21]=[CH:22][CH:23]=2)[S:12]([CH2:15][CH3:16])(=[O:14])=[O:13])[CH:8]=[CH:9][CH:10]=1)=O.CC(C[AlH]CC(C)C)C.CO. The catalyst is C1COCC1.CCOCC.[C@H](O)(C([O-])=O)[C@@H](O)C([O-])=O.[Na+].[K+]. The product is [OH:2][CH2:3][C:5]1[CH:6]=[C:7]([N:11]([CH2:17][C:18]2[CH:19]=[N:20][CH:21]=[CH:22][CH:23]=2)[S:12]([CH2:15][CH3:16])(=[O:14])=[O:13])[CH:8]=[CH:9][CH:10]=1. The yield is 0.430. (8) The reactants are CC1(C)COB([C:8]2[CH:9]=[C:10]([C:14]3[N:18]=[CH:17][N:16]([CH3:19])[N:15]=3)[CH:11]=[CH:12][CH:13]=2)OC1.[Br:21]C1N2N=CC(C(F)(F)F)=NC2=NC=1.C([O-])([O-])=O.[Na+].[Na+]. The catalyst is COCCOC.C1C=CC([P]([Pd]([P](C2C=CC=CC=2)(C2C=CC=CC=2)C2C=CC=CC=2)([P](C2C=CC=CC=2)(C2C=CC=CC=2)C2C=CC=CC=2)[P](C2C=CC=CC=2)(C2C=CC=CC=2)C2C=CC=CC=2)(C2C=CC=CC=2)C2C=CC=CC=2)=CC=1. The product is [Br:21][C:8]1[CH:9]=[C:10]([C:14]2[N:18]=[CH:17][N:16]([CH3:19])[N:15]=2)[CH:11]=[CH:12][CH:13]=1. The yield is 0.580. (9) The reactants are [Li].[H-].[CH2:3]([O:10][C:11]1[CH:18]=[CH:17][C:14]([C:15]#[N:16])=[CH:13][CH:12]=1)[C:4]1[CH:9]=[CH:8][CH:7]=[CH:6][CH:5]=1.[OH-].[Na+]. The catalyst is C1COCC1.O. The product is [CH2:3]([O:10][C:11]1[CH:12]=[CH:13][C:14]([CH2:15][NH2:16])=[CH:17][CH:18]=1)[C:4]1[CH:5]=[CH:6][CH:7]=[CH:8][CH:9]=1. The yield is 1.10. (10) The reactants are [CH:1]1([N:6]2[CH2:12][CH2:11][C:10](=[O:13])[N:9]([CH3:14])[C:8]3[CH:15]=[N:16][C:17]([NH:19][C:20]4[CH:34]=[CH:33][C:23]([C:24]([NH:26][CH:27]5[CH2:32][CH2:31][NH:30][CH2:29][CH2:28]5)=[O:25])=[CH:22][C:21]=4[O:35][CH3:36])=[N:18][C:7]2=3)[CH2:5][CH2:4][CH2:3][CH2:2]1.C(O[BH-](OC(=O)C)OC(=O)C)(=O)C.[Na+].[O:51]1[CH2:56][CH2:55][C:54](=O)[CH2:53][CH2:52]1.C(O)(=O)C. The catalyst is C(Cl)Cl. The product is [CH:1]1([N:6]2[CH2:12][CH2:11][C:10](=[O:13])[N:9]([CH3:14])[C:8]3[CH:15]=[N:16][C:17]([NH:19][C:20]4[CH:34]=[CH:33][C:23]([C:24]([NH:26][CH:27]5[CH2:32][CH2:31][N:30]([CH:54]6[CH2:55][CH2:56][O:51][CH2:52][CH2:53]6)[CH2:29][CH2:28]5)=[O:25])=[CH:22][C:21]=4[O:35][CH3:36])=[N:18][C:7]2=3)[CH2:2][CH2:3][CH2:4][CH2:5]1. The yield is 0.250.